This data is from Forward reaction prediction with 1.9M reactions from USPTO patents (1976-2016). The task is: Predict the product of the given reaction. (1) Given the reactants C1(P(C2CCCCC2)C2C=CC=CC=2C2C(C(C)C)=CC(C(C)C)=CC=2C(C)C)CCCCC1.[CH2:35]([O:42][C:43]1[CH:48]=[CH:47][C:46](Br)=[CH:45][C:44]=1[F:50])[C:36]1[CH:41]=[CH:40][CH:39]=[CH:38][CH:37]=1.[Si:51]([O:58][C@H:59]([CH3:62])[CH2:60][NH2:61])([C:54]([CH3:57])([CH3:56])[CH3:55])([CH3:53])[CH3:52].C(=O)([O-])[O-].[Cs+].[Cs+], predict the reaction product. The product is: [CH2:35]([O:42][C:43]1[CH:48]=[CH:47][C:46]([NH:61][CH2:60][C@H:59]([O:58][Si:51]([C:54]([CH3:55])([CH3:57])[CH3:56])([CH3:53])[CH3:52])[CH3:62])=[CH:45][C:44]=1[F:50])[C:36]1[CH:41]=[CH:40][CH:39]=[CH:38][CH:37]=1. (2) Given the reactants [CH3:1][C:2]1[C:7]([O:8][C:9]2[C:10]([C:22]#[N:23])=[N:11][CH:12]=[C:13]([S:15][C:16]3[CH:21]=[CH:20][CH:19]=[CH:18][N:17]=3)[CH:14]=2)=[CH:6][CH:5]=[CH:4][N:3]=1.S(=O)(=O)(O)[OH:25], predict the reaction product. The product is: [CH3:1][C:2]1[C:7]([O:8][C:9]2[C:10]([C:22]([NH2:23])=[O:25])=[N:11][CH:12]=[C:13]([S:15][C:16]3[CH:21]=[CH:20][CH:19]=[CH:18][N:17]=3)[CH:14]=2)=[CH:6][CH:5]=[CH:4][N:3]=1. (3) Given the reactants [CH2:1]([O:3][C:4](=[O:21])[C:5]([O:8][C:9]1[CH:14]=[CH:13][C:12]([O:15][CH:16]([CH3:19])[CH2:17][NH2:18])=[CH:11][C:10]=1[CH3:20])([CH3:7])[CH3:6])[CH3:2].C(OC(=O)C(OC1C=CC(O)=CC=1C)(C)C)C.C(OC(=O)NCC(O)C)(C)(C)C.[F:51][C:52]([F:69])([F:68])[C:53]1[CH:58]=[CH:57][C:56]([C:59]2[CH:64]=[CH:63][C:62]([C:65](O)=[O:66])=[CH:61][CH:60]=2)=[CH:55][CH:54]=1, predict the reaction product. The product is: [CH2:1]([O:3][C:4](=[O:21])[C:5]([CH3:6])([O:8][C:9]1[CH:14]=[CH:13][C:12]([O:15][CH:16]([CH3:19])[CH2:17][NH:18][C:65]([C:62]2[CH:61]=[CH:60][C:59]([C:56]3[CH:57]=[CH:58][C:53]([C:52]([F:51])([F:68])[F:69])=[CH:54][CH:55]=3)=[CH:64][CH:63]=2)=[O:66])=[CH:11][C:10]=1[CH3:20])[CH3:7])[CH3:2]. (4) Given the reactants [F:1][C:2]1[C:11]2[O:10][CH2:9][CH:8]([NH:12][CH2:13][CH2:14][CH2:15][C:16]3[C:20]4[CH:21]=[CH:22][CH:23]=[C:24]([O:25][CH3:26])[C:19]=4[O:18][CH:17]=3)[CH2:7][C:6]=2[C:5]([C:27]([NH2:29])=[O:28])=[CH:4][CH:3]=1.[CH:30](=O)[CH3:31], predict the reaction product. The product is: [CH2:30]([N:12]([CH2:13][CH2:14][CH2:15][C:16]1[C:20]2[CH:21]=[CH:22][CH:23]=[C:24]([O:25][CH3:26])[C:19]=2[O:18][CH:17]=1)[CH:8]1[CH2:7][C:6]2[C:5]([C:27]([NH2:29])=[O:28])=[CH:4][CH:3]=[C:2]([F:1])[C:11]=2[O:10][CH2:9]1)[CH3:31]. (5) Given the reactants C([N:4]1[C:8]2[CH:9]=[C:10]([C:12](OC)=[O:13])[S:11][C:7]=2[CH:6]=[N:5]1)(=O)C.[BH4-].[Na+].[H-].[H-].[H-].[H-].[Li+].[Al+3].[NH4+].[Cl-], predict the reaction product. The product is: [NH:4]1[C:8]2[CH:9]=[C:10]([CH2:12][OH:13])[S:11][C:7]=2[CH:6]=[N:5]1.